This data is from Full USPTO retrosynthesis dataset with 1.9M reactions from patents (1976-2016). The task is: Predict the reactants needed to synthesize the given product. (1) Given the product [O:7]=[C:8]([N:20]1[CH2:25][CH2:24][N:23]([C:26](=[O:37])[C:27]2[CH:32]=[CH:31][CH:30]=[CH:29][C:28]=2[C:33]([F:36])([F:35])[F:34])[CH2:22][CH2:21]1)[CH2:9][NH:10][C:11]([C:13]1[CH:18]=[N:17][C:16]([C:38]2[CH:43]=[CH:42][CH:41]=[CH:40][CH:39]=2)=[CH:15][N:14]=1)=[O:12], predict the reactants needed to synthesize it. The reactants are: C([O-])([O-])=O.[Na+].[Na+].[O:7]=[C:8]([N:20]1[CH2:25][CH2:24][N:23]([C:26](=[O:37])[C:27]2[CH:32]=[CH:31][CH:30]=[CH:29][C:28]=2[C:33]([F:36])([F:35])[F:34])[CH2:22][CH2:21]1)[CH2:9][NH:10][C:11]([C:13]1[CH:18]=[N:17][C:16](Cl)=[CH:15][N:14]=1)=[O:12].[C:38]1(B(O)O)[CH:43]=[CH:42][CH:41]=[CH:40][CH:39]=1. (2) Given the product [Cl:1][C:2]1[CH:7]=[C:6]([Cl:8])[CH:5]=[CH:4][C:3]=1[C:9]1[N:10]=[C:11](/[CH:18]=[CH:19]/[C:20]2[CH:21]=[CH:22][C:23]([O:26][CH3:27])=[CH:24][CH:25]=2)[N:12]([CH2:14][C:15]([NH:28][C:29]2[CH:34]=[CH:33][N:32]=[CH:31][CH:30]=2)=[O:16])[CH:13]=1, predict the reactants needed to synthesize it. The reactants are: [Cl:1][C:2]1[CH:7]=[C:6]([Cl:8])[CH:5]=[CH:4][C:3]=1[C:9]1[N:10]=[C:11](/[CH:18]=[CH:19]/[C:20]2[CH:25]=[CH:24][C:23]([O:26][CH3:27])=[CH:22][CH:21]=2)[N:12]([CH2:14][C:15](O)=[O:16])[CH:13]=1.[NH2:28][C:29]1[CH:34]=[CH:33][N:32]=[CH:31][CH:30]=1.